From a dataset of CYP2C19 inhibition data for predicting drug metabolism from PubChem BioAssay. Regression/Classification. Given a drug SMILES string, predict its absorption, distribution, metabolism, or excretion properties. Task type varies by dataset: regression for continuous measurements (e.g., permeability, clearance, half-life) or binary classification for categorical outcomes (e.g., BBB penetration, CYP inhibition). Dataset: cyp2c19_veith. (1) The drug is O=C(CN1CCN(S(=O)(=O)c2ccc(F)cc2)CC1)Nc1ccc(Cl)c(C(F)(F)F)c1. The result is 1 (inhibitor). (2) The compound is CCOC(=O)CSc1nnc(Cc2ccccc2)n1-c1cccc(Cl)c1. The result is 1 (inhibitor). (3) The compound is Fc1ccc(Nc2ncncc2-c2ccccc2C(F)(F)F)cc1. The result is 1 (inhibitor). (4) The compound is CCc1ccc2c(c1)c(N=NC1=NC(=O)CS1)c(O)n2CC. The result is 0 (non-inhibitor).